Dataset: Reaction yield outcomes from USPTO patents with 853,638 reactions. Task: Predict the reaction yield, written as a fraction of the theoretical maximum amount of product (1.0 means a 100% yield; for example, 0.34 means a 34% yield). (1) The reactants are [Si]([O:8][CH2:9][C:10]1[CH:11]=[C:12]([NH:16][C:17]2[N:25]=[C:24]3[C:20]([NH:21][C:22](=[O:34])[N:23]3[C:26]3[CH:31]=[CH:30][CH:29]=[CH:28][C:27]=3[O:32][CH3:33])=[C:19]([C:35]([NH2:37])=[O:36])[N:18]=2)[CH:13]=[CH:14][CH:15]=1)(C(C)(C)C)(C)C.[Si](OCC1C=C(NC2N=C3C(NC(=O)N3C3C=CC=CC=3OC)=C(C(OCC)=O)N=2)C=CC=1)(C(C)(C)C)(C)C. The catalyst is CO.N. The product is [OH:8][CH2:9][C:10]1[CH:11]=[C:12]([NH:16][C:17]2[N:25]=[C:24]3[C:20]([NH:21][C:22](=[O:34])[N:23]3[C:26]3[CH:31]=[CH:30][CH:29]=[CH:28][C:27]=3[O:32][CH3:33])=[C:19]([C:35]([NH2:37])=[O:36])[N:18]=2)[CH:13]=[CH:14][CH:15]=1. The yield is 0.910. (2) The reactants are Br[C:2]1[CH:3]=[N:4][N:5]2[CH:10]=[CH:9][C:8]([NH:11][CH2:12][C@@H:13]3[CH2:17][CH2:16][CH2:15][N:14]3[C:18]([O:20][C:21]([CH3:24])([CH3:23])[CH3:22])=[O:19])=[N:7][C:6]=12.[CH3:25][O:26][C:27]1[CH:32]=[CH:31][CH:30]=[CH:29][C:28]=1B(O)O. No catalyst specified. The product is [CH3:25][O:26][C:27]1[CH:32]=[CH:31][CH:30]=[CH:29][C:28]=1[C:2]1[CH:3]=[N:4][N:5]2[CH:10]=[CH:9][C:8]([NH:11][CH2:12][C@@H:13]3[CH2:17][CH2:16][CH2:15][N:14]3[C:18]([O:20][C:21]([CH3:24])([CH3:23])[CH3:22])=[O:19])=[N:7][C:6]=12. The yield is 0.680. (3) The reactants are [F:1][C:2]1[CH:3]=[C:4]([CH3:29])[C:5]([O:27][CH3:28])=[C:6]([CH:8]([C:10]2[C:11]([S:23]([CH3:26])(=[O:25])=[O:24])=[C:12]([NH2:22])[CH:13]=[C:14]([N:16]3[CH2:21][CH2:20][NH:19][CH2:18][CH2:17]3)[CH:15]=2)[CH3:9])[CH:7]=1.C(=O)=O.CO.[ClH:35]. The catalyst is ClCCl. The product is [ClH:35].[F:1][C:2]1[CH:3]=[C:4]([CH3:29])[C:5]([O:27][CH3:28])=[C:6]([CH:8]([C:10]2[C:11]([S:23]([CH3:26])(=[O:25])=[O:24])=[C:12]([NH2:22])[CH:13]=[C:14]([N:16]3[CH2:21][CH2:20][NH:19][CH2:18][CH2:17]3)[CH:15]=2)[CH3:9])[CH:7]=1. The yield is 0.810. (4) The reactants are [C:1]([C:3]1[C:12]2[C:7](=[CH:8][CH:9]=[C:10]([O:13]C)[CH:11]=2)[N:6]=[C:5]([C:15]2[CH:20]=[CH:19][C:18]([O:21]C)=[CH:17][CH:16]=2)[CH:4]=1)#[N:2].N1C(=O)CC[C@H]1C(O)=O.Br. No catalyst specified. The product is [C:1]([C:3]1[C:12]2[C:7](=[CH:8][CH:9]=[C:10]([OH:13])[CH:11]=2)[N:6]=[C:5]([C:15]2[CH:20]=[CH:19][C:18]([OH:21])=[CH:17][CH:16]=2)[CH:4]=1)#[N:2]. The yield is 0.890. (5) The reactants are [N+:1]([C:4]1[CH:14]=[CH:13][C:7]([O:8][CH2:9][C:10]([OH:12])=[O:11])=[CH:6][CH:5]=1)([O-:3])=[O:2].C(N(CC)CC)C.Cl[CH2:23][C:24]([O:26][CH3:27])=[O:25]. The catalyst is CC(C)=O. The product is [CH3:27][O:26][C:24]([CH2:23][O:11][C:10](=[O:12])[CH2:9][O:8][C:7]1[CH:6]=[CH:5][C:4]([N+:1]([O-:3])=[O:2])=[CH:14][CH:13]=1)=[O:25]. The yield is 0.908. (6) The reactants are S(=O)(=O)(O)O.[N+:6]([O-:9])([OH:8])=[O:7].Br[CH2:11][CH2:12][CH2:13][CH2:14][C:15]([OH:17])=[O:16]. The catalyst is ClCCl. The product is [N+:6]([O:9][CH2:11][CH2:12][CH2:13][CH2:14][C:15]([OH:17])=[O:16])([O-:8])=[O:7]. The yield is 0.580. (7) The reactants are [F:1][C:2]([F:39])([C:33]1[CH:38]=[CH:37][CH:36]=[CH:35][CH:34]=1)[CH2:3][NH:4][C:5]1[C:6]([F:32])=[C:7]([CH2:12][C:13]([NH:15][CH2:16][C:17]2[C:18]([CH3:31])=[N:19][C:20]([NH:23]C(OC(C)(C)C)=O)=[CH:21][CH:22]=2)=[O:14])[C:8]([Cl:11])=[CH:9][CH:10]=1.Cl.O1CCOCC1. No catalyst specified. The product is [ClH:11].[NH2:23][C:20]1[N:19]=[C:18]([CH3:31])[C:17]([CH2:16][NH:15][C:13](=[O:14])[CH2:12][C:7]2[C:8]([Cl:11])=[CH:9][CH:10]=[C:5]([NH:4][CH2:3][C:2]([F:1])([F:39])[C:33]3[CH:34]=[CH:35][CH:36]=[CH:37][CH:38]=3)[C:6]=2[F:32])=[CH:22][CH:21]=1. The yield is 0.910. (8) The reactants are [CH2:1]([O:3][C:4]([C:6]1[NH:7][C:8]2[C:13]([CH:14]=1)=[CH:12][C:11](Br)=[CH:10][CH:9]=2)=[O:5])[CH3:2].[C:16]([O:20][C:21]([CH3:24])([CH3:23])[CH3:22])(=[O:19])[CH:17]=[CH2:18].C(N(CC)CC)C.O. The catalyst is C(O)(=O)C.Cl[Pd](Cl)([P](C1C=CC=CC=1)(C1C=CC=CC=1)C1C=CC=CC=1)[P](C1C=CC=CC=1)(C1C=CC=CC=1)C1C=CC=CC=1.ClCCl. The product is [CH2:1]([O:3][C:4]([C:6]1[NH:7][C:8]2[C:13]([CH:14]=1)=[CH:12][C:11]([CH:18]=[CH:17][C:16]([O:20][C:21]([CH3:24])([CH3:23])[CH3:22])=[O:19])=[CH:10][CH:9]=2)=[O:5])[CH3:2]. The yield is 0.280. (9) The reactants are [NH2:1][C:2]1[CH:7]=[C:6]([Br:8])[C:5]([F:9])=[CH:4][C:3]=1[OH:10].Cl[CH2:12][C:13](=O)[CH3:14].C(=O)([O-])[O-].[K+].[K+]. The catalyst is CC(C)=O. The product is [Br:8][C:6]1[C:5]([F:9])=[CH:4][C:3]2[O:10][CH2:12][C:13]([CH3:14])=[N:1][C:2]=2[CH:7]=1. The yield is 0.920. (10) The reactants are [CH3:1][N:2]1[CH2:7][CH2:6][C:5]([CH2:9][O:10][C:11]2[C:19]3[C:18]4[CH:20]=[C:21]([C:24]#[N:25])[N:22]=[CH:23][C:17]=4[NH:16][C:15]=3[N:14]=[CH:13][CH:12]=2)([CH3:8])[CH2:4][CH2:3]1.[Cl:26]N1C(=O)CCC1=O. The catalyst is C(#N)C.C(O)(C)C. The product is [Cl:26][C:12]1[CH:13]=[N:14][C:15]2[NH:16][C:17]3[CH:23]=[N:22][C:21]([C:24]#[N:25])=[CH:20][C:18]=3[C:19]=2[C:11]=1[O:10][CH2:9][C:5]1([CH3:8])[CH2:6][CH2:7][N:2]([CH3:1])[CH2:3][CH2:4]1. The yield is 0.200.